This data is from Catalyst prediction with 721,799 reactions and 888 catalyst types from USPTO. The task is: Predict which catalyst facilitates the given reaction. (1) The catalyst class is: 22. Product: [CH3:1][C:2]([S:16][S:26][C:18]1[S:17][C:21]2[CH:22]=[CH:23][CH:24]=[CH:25][C:20]=2[N:19]=1)([CH:3]=[CH2:4])[CH2:5][CH2:6][CH:7]=[C:8]([CH3:15])[CH2:9][CH2:10][CH:11]=[C:12]([CH3:14])[CH3:13]. Reactant: [CH3:1][C:2]([SH:16])([CH2:5][CH2:6]/[CH:7]=[C:8](\[CH3:15])/[CH2:9][CH2:10][CH:11]=[C:12]([CH3:14])[CH3:13])[CH:3]=[CH2:4].[S:17]1[C:21]2[CH:22]=[CH:23][CH:24]=[CH:25][C:20]=2[N:19]=[C:18]1[S:26][S:26][C:18]1[S:17][C:21]2[CH:22]=[CH:23][CH:24]=[CH:25][C:20]=2[N:19]=1. (2) Reactant: [Cl:1][C:2]1[CH:7]=[CH:6][CH:5]=[CH:4][C:3]=1[C:8](=[O:21])[CH2:9][CH2:10][C:11]12[CH2:20][CH:15]3[CH2:16][CH:17]([CH2:19][CH:13]([CH2:14]3)[CH2:12]1)[CH2:18]2.[CH2:22]1N2CN3CN(C2)CN1C3.C(OC(=O)C)(=O)C.[OH-].[Na+]. Product: [Cl:1][C:2]1[CH:7]=[CH:6][CH:5]=[C:4]2[C:3]=1[C:8](=[O:21])[CH:9]([CH2:10][C:11]13[CH2:20][CH:15]4[CH2:16][CH:17]([CH2:19][CH:13]([CH2:14]4)[CH2:12]1)[CH2:18]3)[CH2:22]2. The catalyst class is: 6. (3) Reactant: [Cl:1][C:2]1[CH:7]=[CH:6][C:5]([NH:8][C:9](=[O:20])[C:10]2[CH:15]=[CH:14][CH:13]=[C:12]([C:16]([F:19])([F:18])[F:17])[CH:11]=2)=[CH:4][C:3]=1[CH2:21][OH:22]. Product: [Cl:1][C:2]1[CH:7]=[CH:6][C:5]([NH:8][C:9](=[O:20])[C:10]2[CH:15]=[CH:14][CH:13]=[C:12]([C:16]([F:19])([F:18])[F:17])[CH:11]=2)=[CH:4][C:3]=1[CH:21]=[O:22]. The catalyst class is: 784. (4) Reactant: [CH3:1][O:2][C:3]([CH:5]1[C:10](=[O:11])[CH2:9][CH2:8][N:7]([C:12]([O:14][C:15]([CH3:18])([CH3:17])[CH3:16])=[O:13])[CH2:6]1)=[O:4].[H-].[Na+].CN(C)C=O.[B-](F)(F)(F)[F:27].[B-](F)(F)(F)F.C1[N+]2(CCl)CC[N+](F)(CC2)C1. Product: [CH3:1][O:2][C:3]([C:5]1([F:27])[C:10](=[O:11])[CH2:9][CH2:8][N:7]([C:12]([O:14][C:15]([CH3:18])([CH3:17])[CH3:16])=[O:13])[CH2:6]1)=[O:4]. The catalyst class is: 334. (5) Reactant: [NH2:1][C@@H:2]([CH2:39][C:40]1[CH:45]=[CH:44][CH:43]=[CH:42][CH:41]=1)[C@@H:3]([OH:38])[CH2:4][C@@H:5]([NH:13][C:14](=[O:37])[C@@H:15]([N:20]1[CH2:24][CH2:23][N:22]([CH2:25][C:26]2[C:35]3[C:30](=[CH:31][CH:32]=[CH:33][CH:34]=3)[N:29]=[CH:28][CH:27]=2)[C:21]1=[O:36])[C@@H:16]([CH3:19])[CH2:17][CH3:18])[CH2:6][C:7]1[CH:12]=[CH:11][CH:10]=[CH:9][CH:8]=1.[CH3:46][O:47][C:48]([NH:50][C@@H:51]([C:55]([CH3:58])([CH3:57])[CH3:56])[C:52](O)=[O:53])=[O:49].CCN=C=NCCCN(C)C.C1C=CC2N(O)N=NC=2C=1.CN1CCOCC1. Product: [CH2:39]([C@H:2]([NH:1][C:52]([C@@H:51]([NH:50][C:48](=[O:49])[O:47][CH3:46])[C:55]([CH3:58])([CH3:57])[CH3:56])=[O:53])[C@@H:3]([OH:38])[CH2:4][C@@H:5]([NH:13][C:14](=[O:37])[C@@H:15]([N:20]1[CH2:24][CH2:23][N:22]([CH2:25][C:26]2[C:35]3[C:30](=[CH:31][CH:32]=[CH:33][CH:34]=3)[N:29]=[CH:28][CH:27]=2)[C:21]1=[O:36])[CH:16]([CH3:19])[CH2:17][CH3:18])[CH2:6][C:7]1[CH:12]=[CH:11][CH:10]=[CH:9][CH:8]=1)[C:40]1[CH:41]=[CH:42][CH:43]=[CH:44][CH:45]=1. The catalyst class is: 3. (6) Reactant: [Cl:1][C:2]1[CH:3]=[N:4][C:5]([N:8]2[CH2:13][CH2:12][CH:11]([C@H:14]3[CH2:16][C@H:15]3[CH2:17][CH2:18][NH:19][C:20]3[CH:21]=[C:22]4[C:26](=[CH:27][CH:28]=3)[N:25](CC3C=CC(OC)=CC=3)[N:24]=[C:23]4[CH3:38])[CH2:10][CH2:9]2)=[N:6][CH:7]=1. Product: [Cl:1][C:2]1[CH:7]=[N:6][C:5]([N:8]2[CH2:13][CH2:12][CH:11]([C@H:14]3[CH2:16][C@H:15]3[CH2:17][CH2:18][NH:19][C:20]3[CH:21]=[C:22]4[C:26](=[CH:27][CH:28]=3)[NH:25][N:24]=[C:23]4[CH3:38])[CH2:10][CH2:9]2)=[N:4][CH:3]=1. The catalyst class is: 67.